This data is from Catalyst prediction with 721,799 reactions and 888 catalyst types from USPTO. The task is: Predict which catalyst facilitates the given reaction. (1) Reactant: [Br:1][C:2]1[C:3](=[O:29])[N:4]([C:20]2[CH:21]=[C:22]([CH:26]=[CH:27][CH:28]=2)[C:23]([NH2:25])=[O:24])[C:5]([CH2:18][OH:19])=[CH:6][C:7]=1[O:8][CH2:9][C:10]1[CH:15]=[CH:14][C:13]([F:16])=[CH:12][C:11]=1[F:17].[C:30](OC(=O)C)(=[O:32])[CH3:31]. Product: [C:30]([O:19][CH2:18][C:5]1[N:4]([C:20]2[CH:28]=[CH:27][CH:26]=[C:22]([C:23]([NH2:25])=[O:24])[CH:21]=2)[C:3](=[O:29])[C:2]([Br:1])=[C:7]([O:8][CH2:9][C:10]2[CH:15]=[CH:14][C:13]([F:16])=[CH:12][C:11]=2[F:17])[CH:6]=1)(=[O:32])[CH3:31]. The catalyst class is: 228. (2) Reactant: C([N:8]1[CH2:17][CH2:16][C:15]2[N:14]=[C:13]([Cl:18])[CH:12]=[CH:11][C:10]=2[CH2:9]1)C1C=CC=CC=1.[CH:19]1([Mg]Br)[CH2:21][CH2:20]1. Product: [ClH:18].[CH2:20]([C:13]1[CH:12]=[CH:11][C:10]2[CH2:9][NH:8][CH2:17][CH2:16][C:15]=2[N:14]=1)[CH2:19][CH3:21]. The catalyst class is: 1. (3) Reactant: Cl[C:2]1[C:7]([CH:8]2[CH2:13][CH2:12][N:11]([CH:14]3[CH2:20][CH2:19][CH2:18][N:17]([C:21]([O:23][CH2:24][CH3:25])=[O:22])[CH2:16][CH2:15]3)[CH2:10][CH2:9]2)=[CH:6][CH:5]=[CH:4][N:3]=1.C(=O)([O-])[O-].[Cs+].[Cs+].Cl.[CH3:33][NH2:34].C1C=CC(P(C2C(C3C(P(C4C=CC=CC=4)C4C=CC=CC=4)=CC=C4C=3C=CC=C4)=C3C(C=CC=C3)=CC=2)C2C=CC=CC=2)=CC=1. Product: [CH3:33][NH:34][C:2]1[C:7]([CH:8]2[CH2:13][CH2:12][N:11]([CH:14]3[CH2:20][CH2:19][CH2:18][N:17]([C:21]([O:23][CH2:24][CH3:25])=[O:22])[CH2:16][CH2:15]3)[CH2:10][CH2:9]2)=[CH:6][CH:5]=[CH:4][N:3]=1. The catalyst class is: 102. (4) Reactant: Br[C:2]1[CH:3]=[C:4]([NH2:9])[C:5]([NH2:8])=[CH:6][CH:7]=1.C([O-])([O-])=O.[Na+].[Na+].[S:16]1[CH:20]=[CH:19][CH:18]=[C:17]1B(O)O.CN(C=[O:28])C.[OH2:29]. Product: [N+:9]([C:4]1[CH:3]=[C:2]([C:17]2[S:16][CH:20]=[CH:19][CH:18]=2)[CH:7]=[CH:6][C:5]=1[NH2:8])([O-:28])=[O:29]. The catalyst class is: 151. (5) Reactant: [CH2:1]([O:8][C:9]([N:11]1[CH2:15][CH2:14][CH2:13][CH:12]1[C:16]([OH:18])=[O:17])=[O:10])[C:2]1[CH:7]=[CH:6][CH:5]=[CH:4][CH:3]=1.[C:19](=O)([O-])O.[K+].CI. Product: [CH3:19][O:17][C:16]([CH:12]1[CH2:13][CH2:14][CH2:15][N:11]1[C:9]([O:8][CH2:1][C:2]1[CH:3]=[CH:4][CH:5]=[CH:6][CH:7]=1)=[O:10])=[O:18]. The catalyst class is: 35.